This data is from Catalyst prediction with 721,799 reactions and 888 catalyst types from USPTO. The task is: Predict which catalyst facilitates the given reaction. (1) Reactant: CSC.B.[CH2:5]([O:12][C:13]([N:15]1[CH2:22][CH2:21][CH2:20][C@@H:16]1[C:17](O)=[O:18])=[O:14])[C:6]1[CH:11]=[CH:10][CH:9]=[CH:8][CH:7]=1.Cl.C(Cl)(Cl)Cl. Product: [CH2:5]([O:12][C:13]([N:15]1[CH2:22][CH2:21][CH2:20][C@@H:16]1[CH2:17][OH:18])=[O:14])[C:6]1[CH:11]=[CH:10][CH:9]=[CH:8][CH:7]=1. The catalyst class is: 7. (2) Reactant: N(C(OC(C)(C)C)=O)CC([NH:5][CH2:6][C:7]([NH:9][C@H:10]([C:15]([OH:17])=[O:16])[CH2:11][CH:12](C)[CH3:13])=[O:8])=O.[CH3:25][N:26]1[C@@H:43]2[CH2:44][C:31]3[CH:32]=[CH:33][C:34]([O:45][CH3:46])=[C:35]4[O:36][C@H:37]5[C:38]([CH2:40][CH2:41][C@@H:42]2[C@:29]5([C:30]=34)[CH2:28][CH2:27]1)=[O:39].Cl. Product: [NH2:5][C@H:6]([C:7]([N:9]1[CH2:13][CH2:12][CH2:11][C@H:10]1[C:15]([OH:17])=[O:16])=[O:8])[CH3:25].[CH3:25][N:26]1[C@@H:43]2[CH2:44][C:31]3[CH:32]=[CH:33][C:34]([O:45][CH3:46])=[C:35]4[O:36][C@H:37]5[C:38]([CH2:40][CH2:41][C@@H:42]2[C@:29]5([C:30]=34)[CH2:28][CH2:27]1)=[O:39]. The catalyst class is: 12. (3) Reactant: [Br:1][C:2]1[CH:7]=[CH:6][C:5]([NH:8][C:9]2[N:10]([CH3:26])[C:11](=[O:25])[C:12]([CH3:24])=[CH:13][C:14]=2[C:15]([NH:17][O:18][CH2:19][CH2:20][O:21]C=C)=[O:16])=[C:4]([F:27])[CH:3]=1.BrC1C=CC(NC2N(C)C(=O)C(C)=CC=2C(OC)=O)=C(F)C=1.C(OCCON)=C.C[Si]([N-][Si](C)(C)C)(C)C.[Li+]. Product: [Br:1][C:2]1[CH:7]=[CH:6][C:5]([NH:8][C:9]2[N:10]([CH3:26])[C:11](=[O:25])[C:12]([CH3:24])=[CH:13][C:14]=2[C:15]([NH:17][O:18][CH2:19][CH2:20][OH:21])=[O:16])=[C:4]([F:27])[CH:3]=1. The catalyst class is: 1.